Dataset: HIV replication inhibition screening data with 41,000+ compounds from the AIDS Antiviral Screen. Task: Binary Classification. Given a drug SMILES string, predict its activity (active/inactive) in a high-throughput screening assay against a specified biological target. (1) The molecule is C[S+](C)C1(c2ccccc2)C(=O)c2ccccc2C1=O.O=S(O)(=[OH+])C(F)(F)F. The result is 0 (inactive). (2) The molecule is N=C(Cc1ccc(Cl)cc1)NO. The result is 0 (inactive). (3) The compound is OCC1CC(F)C(n2cnc3c(NC4CC4)ncnc32)O1. The result is 0 (inactive). (4) The drug is COc1ccc(C(=O)C(CO)Oc2ccccc2OC)cc1OC. The result is 0 (inactive). (5) The drug is O=C(O)C(CS(=O)(=O)O)S(=O)(=O)O. The result is 0 (inactive). (6) The drug is CC1=CC(=O)OC2CC(CCC(C)C=CCC1)OC(O)(C1CSC(=O)N1)C2. The result is 0 (inactive). (7) The drug is S=C(NN=C(c1ccccc1)c1ccccn1)Nc1ccccc1Cl. The result is 0 (inactive).